Dataset: Reaction yield outcomes from USPTO patents with 853,638 reactions. Task: Predict the reaction yield, written as a fraction of the theoretical maximum amount of product (1.0 means a 100% yield; for example, 0.34 means a 34% yield). (1) The reactants are C[O:2][C:3]([C:5]1[CH:10]=[CH:9][C:8]([C:11]2[CH:16]=[C:15]([O:17][CH2:18][C:19]3[CH:24]=[CH:23][CH:22]=[CH:21][CH:20]=3)[C:14]([O:25][CH3:26])=[CH:13][C:12]=2[CH:27]=[O:28])=[C:7]([O:29][CH3:30])[CH:6]=1)=[O:4].[OH-].[Li+].Cl. The catalyst is C1COCC1.O. The product is [CH2:18]([O:17][C:15]1[C:14]([O:25][CH3:26])=[CH:13][C:12]([CH:27]=[O:28])=[C:11]([C:8]2[CH:9]=[CH:10][C:5]([C:3]([OH:4])=[O:2])=[CH:6][C:7]=2[O:29][CH3:30])[CH:16]=1)[C:19]1[CH:20]=[CH:21][CH:22]=[CH:23][CH:24]=1. The yield is 0.570. (2) The reactants are [NH2:1][C@@H:2]([C:5]1[CH:6]=[N:7][CH:8]=[C:9]([CH:12]=1)[C:10]#[N:11])[CH2:3][CH3:4].[Cl:13][C:14]1[C:21]([C:22]#[C:23][Si](C)(C)C)=[C:20](F)[CH:19]=[CH:18][C:15]=1[C:16]#[N:17].C([O-])([O-])=O.[K+].[K+].C([O-])(O)=O.[Na+]. The catalyst is CN1C(=O)CCC1. The product is [Cl:13][C:14]1[C:15]([C:16]#[N:17])=[CH:18][CH:19]=[C:20]2[C:21]=1[CH:22]=[CH:23][N:1]2[C@@H:2]([C:5]1[CH:6]=[N:7][CH:8]=[C:9]([C:10]#[N:11])[CH:12]=1)[CH2:3][CH3:4]. The yield is 0.340. (3) The reactants are Cl.[CH2:2]([C:4]1[N:8]([C:9]2[N:17]=[C:16]3[C:12]([N:13]=[C:14]([CH2:19][CH:20]4[CH2:25][CH2:24][NH:23][CH2:22][CH2:21]4)[N:15]3[CH3:18])=[C:11]([N:26]3[CH2:31][CH2:30][O:29][CH2:28][CH2:27]3)[N:10]=2)[C:7]2[CH:32]=[CH:33][CH:34]=[CH:35][C:6]=2[N:5]=1)[CH3:3].[C:36]([O-])(=[O:40])[C@H:37]([CH3:39])[OH:38].[Na+].C1C=CC2N(O)N=NC=2C=1.CN1CCOCC1.CCN=C=NCCCN(C)C. The catalyst is C1COCC1. The product is [CH2:2]([C:4]1[N:8]([C:9]2[N:17]=[C:16]3[C:12]([N:13]=[C:14]([CH2:19][CH:20]4[CH2:21][CH2:22][N:23]([C:36](=[O:40])[C@@H:37]([OH:38])[CH3:39])[CH2:24][CH2:25]4)[N:15]3[CH3:18])=[C:11]([N:26]3[CH2:27][CH2:28][O:29][CH2:30][CH2:31]3)[N:10]=2)[C:7]2[CH:32]=[CH:33][CH:34]=[CH:35][C:6]=2[N:5]=1)[CH3:3]. The yield is 0.920. (4) The reactants are Br[C:2]1[S:3][C:4]([NH:16]C(=O)OC(C)(C)C)=[C:5]([C:7](=[O:15])[NH:8][C:9]2[CH:10]=[N:11][N:12]([CH3:14])[CH:13]=2)[N:6]=1.[O:24]1[CH2:29][CH2:28][N:27]([C:30]2[CH:31]=[C:32](B(O)O)[CH:33]=[CH:34][CH:35]=2)[CH2:26][CH2:25]1. No catalyst specified. The product is [NH2:16][C:4]1[S:3][C:2]([C:34]2[CH:33]=[CH:32][CH:31]=[C:30]([N:27]3[CH2:26][CH2:25][O:24][CH2:29][CH2:28]3)[CH:35]=2)=[N:6][C:5]=1[C:7]([NH:8][C:9]1[CH:10]=[N:11][N:12]([CH3:14])[CH:13]=1)=[O:15]. The yield is 0.590. (5) The product is [CH:1]([O:4][C:8]1[CH:9]=[CH:10][C:11]2[CH2:12][N:13]([C:19]([O:21][C:22]([CH3:25])([CH3:24])[CH3:23])=[O:20])[CH2:14][CH2:15][O:16][C:17]=2[N:18]=1)([CH3:3])[CH3:2]. The reactants are [CH:1]([OH:4])([CH3:3])[CH3:2].[H-].[Na+].Cl[C:8]1[CH:9]=[CH:10][C:11]2[CH2:12][N:13]([C:19]([O:21][C:22]([CH3:25])([CH3:24])[CH3:23])=[O:20])[CH2:14][CH2:15][O:16][C:17]=2[N:18]=1.O. The catalyst is C1(C)C=CC=CC=1.C1C=CC(/C=C/C(/C=C/C2C=CC=CC=2)=O)=CC=1.C1C=CC(/C=C/C(/C=C/C2C=CC=CC=2)=O)=CC=1.C1C=CC(/C=C/C(/C=C/C2C=CC=CC=2)=O)=CC=1.[Pd].[Pd].CC1C=CC(P(C2C=CC3C(=CC=CC=3)C=2C2C3C(=CC=CC=3)C=CC=2P(C2C=CC(C)=CC=2)C2C=CC(C)=CC=2)C2C=CC(C)=CC=2)=CC=1. The yield is 0.640.